The task is: Predict the reactants needed to synthesize the given product.. This data is from Full USPTO retrosynthesis dataset with 1.9M reactions from patents (1976-2016). (1) Given the product [C:11]([O:10][C:8]([NH:7][N:6]([CH2:5][C@@H:4]([OH:23])[C:3]([OH:2])=[O:24])[CH2:15][C:16]1[CH:21]=[CH:20][C:19]([C:30]2[CH:29]=[CH:28][CH:27]=[C:26]([Cl:25])[CH:31]=2)=[CH:18][CH:17]=1)=[O:9])([CH3:14])([CH3:13])[CH3:12], predict the reactants needed to synthesize it. The reactants are: C[O:2][C:3](=[O:24])[C@H:4]([OH:23])[CH2:5][N:6]([CH2:15][C:16]1[CH:21]=[CH:20][C:19](Br)=[CH:18][CH:17]=1)[NH:7][C:8]([O:10][C:11]([CH3:14])([CH3:13])[CH3:12])=[O:9].[Cl:25][C:26]1[CH:27]=[C:28](B(O)O)[CH:29]=[CH:30][CH:31]=1.C([O-])([O-])=O.[K+].[K+]. (2) The reactants are: [N+:1]([C:4]1[CH:5]=[C:6]([C:12]2[O:13][C:14]3[CH:20]=[CH:19][C:18](Br)=[CH:17][C:15]=3[N:16]=2)[C:7]([O:10][CH3:11])=[CH:8][CH:9]=1)([O-:3])=[O:2].[S:22]1[C:26]2[CH:27]=[CH:28][CH:29]=[CH:30][C:25]=2[CH:24]=[C:23]1B(O)O. Given the product [N+:1]([C:4]1[CH:5]=[C:6]([C:12]2[O:13][C:14]3[CH:20]=[CH:19][C:18]([C:23]4[S:22][C:26]5[CH:27]=[CH:28][CH:29]=[CH:30][C:25]=5[CH:24]=4)=[CH:17][C:15]=3[N:16]=2)[C:7]([O:10][CH3:11])=[CH:8][CH:9]=1)([O-:3])=[O:2], predict the reactants needed to synthesize it. (3) Given the product [NH2:7][C:8]1[CH:13]=[C:12]([CH:11]=[C:10]([CH2:16][N:17]2[CH2:18][CH2:19][O:20][CH2:21][CH2:22]2)[C:9]=1[Cl:23])[C:14]#[N:15], predict the reactants needed to synthesize it. The reactants are: C(OC(=O)[NH:7][C:8]1[CH:13]=[C:12]([C:14]#[N:15])[CH:11]=[C:10]([CH2:16][N:17]2[CH2:22][CH2:21][O:20][CH2:19][CH2:18]2)[C:9]=1[Cl:23])(C)(C)C. (4) Given the product [CH:1]1([C:7]2[C:8]3[CH:9]=[CH:10][C:11]([C:35]([O:37][CH3:38])=[O:36])=[CH:12][C:13]=3[N:14]3[CH2:21][CH2:20][N:19]([CH2:23][CH2:24][N:25]4[CH2:26][CH2:27][O:28][CH2:29][CH2:30]4)[CH2:18][C:17]4[CH:31]=[CH:32][CH:33]=[CH:34][C:16]=4[C:15]=23)[CH2:6][CH2:5][CH2:4][CH2:3][CH2:2]1, predict the reactants needed to synthesize it. The reactants are: [CH:1]1([C:7]2[C:8]3[CH:9]=[CH:10][C:11]([C:35]([O:37][CH3:38])=[O:36])=[CH:12][C:13]=3[N:14]3[CH2:21][C:20](=O)[N:19]([CH2:23][CH2:24][N:25]4[CH2:30][CH2:29][O:28][CH2:27][CH2:26]4)[CH2:18][C:17]4[CH:31]=[CH:32][CH:33]=[CH:34][C:16]=4[C:15]=23)[CH2:6][CH2:5][CH2:4][CH2:3][CH2:2]1.CO.